This data is from Full USPTO retrosynthesis dataset with 1.9M reactions from patents (1976-2016). The task is: Predict the reactants needed to synthesize the given product. (1) Given the product [ClH:1].[Cl:1][C:2]1[CH:7]=[CH:6][CH:5]=[C:4]([F:8])[C:3]=1[CH2:9][CH2:10][NH:11][C:12]1[N:17]=[C:16]([O:18][CH3:19])[N:15]=[C:14]([C:20]2[CH:21]=[C:22]([CH:26]=[CH:27][CH:28]=2)[C:23]([OH:25])=[O:24])[CH:13]=1, predict the reactants needed to synthesize it. The reactants are: [Cl:1][C:2]1[CH:7]=[CH:6][CH:5]=[C:4]([F:8])[C:3]=1[CH2:9][CH2:10][NH:11][C:12]1[N:17]=[C:16]([O:18][CH3:19])[N:15]=[C:14]([C:20]2[CH:21]=[C:22]([CH:26]=[CH:27][CH:28]=2)[C:23]([OH:25])=[O:24])[CH:13]=1.Cl. (2) Given the product [Cl:27][C:23]1[CH:22]=[CH:21][C:20]2[N:19]=[CH:18][C:17]3[N:16]=[N:15][N:14]([CH:11]4[CH2:12][CH2:13][N:8]([C:6](=[O:7])[C@@H:5]([OH:4])[CH3:28])[CH2:9][CH2:10]4)[C:26]=3[C:25]=2[N:24]=1, predict the reactants needed to synthesize it. The reactants are: C([O:4][C@@H:5]([CH3:28])[C:6]([N:8]1[CH2:13][CH2:12][CH:11]([N:14]2[C:26]3[C:25]4[N:24]=[C:23]([Cl:27])[CH:22]=[CH:21][C:20]=4[N:19]=[CH:18][C:17]=3[N:16]=[N:15]2)[CH2:10][CH2:9]1)=[O:7])(=O)C.[Li+].[OH-]. (3) Given the product [F:29][C:26]([F:27])([F:28])[C:21]1[CH:22]=[CH:23][CH:24]=[C:25]2[C:20]=1[N:19]=[CH:18][CH:17]=[C:16]2[O:1][C:2]1[CH:3]=[C:4]2[C:9](=[CH:10][CH:11]=1)[C:8]([C:12]([OH:14])=[O:13])=[CH:7][CH:6]=[CH:5]2, predict the reactants needed to synthesize it. The reactants are: [OH:1][C:2]1[CH:3]=[C:4]2[C:9](=[CH:10][CH:11]=1)[C:8]([C:12]([OH:14])=[O:13])=[CH:7][CH:6]=[CH:5]2.Cl[C:16]1[C:25]2[C:20](=[C:21]([C:26]([F:29])([F:28])[F:27])[CH:22]=[CH:23][CH:24]=2)[N:19]=[CH:18][CH:17]=1. (4) Given the product [Br:1][C:2]1[CH:7]=[CH:6][C:5]([N:8]2[C:9](=[O:16])[C:10]([N:18]3[CH2:23][CH2:22][O:21][CH2:20][CH2:19]3)=[C:11]([Cl:14])[C:12]2=[O:13])=[CH:4][C:3]=1[Cl:17], predict the reactants needed to synthesize it. The reactants are: [Br:1][C:2]1[CH:7]=[CH:6][C:5]([N:8]2[C:12](=[O:13])[C:11]([Cl:14])=[C:10](Cl)[C:9]2=[O:16])=[CH:4][C:3]=1[Cl:17].[NH:18]1[CH2:23][CH2:22][O:21][CH2:20][CH2:19]1. (5) Given the product [NH2:20][C:16]1[C:15]2[N:21]=[C:12]([S:11][C:3]3[C:2]([CH3:1])=[CH:10][C:6]4[O:7][CH2:8][O:9][C:5]=4[CH:4]=3)[N:13]([CH2:23][CH2:24][N:25]3[C:26](=[O:35])[C:27]4[C:32](=[CH:31][CH:30]=[CH:29][CH:28]=4)[C:33]3=[O:34])[C:14]=2[CH:19]=[CH:18][N:17]=1, predict the reactants needed to synthesize it. The reactants are: [CH3:1][C:2]1[C:3]([S:11][C:12]2[NH:13][C:14]3[CH:19]=[CH:18][N:17]=[C:16]([NH2:20])[C:15]=3[N:21]=2)=[CH:4][C:5]2[O:9][CH2:8][O:7][C:6]=2[CH:10]=1.Br[CH2:23][CH2:24][N:25]1[C:33](=[O:34])[C:32]2[C:27](=[CH:28][CH:29]=[CH:30][CH:31]=2)[C:26]1=[O:35].C([O-])([O-])=O.[Cs+].[Cs+]. (6) Given the product [CH3:1][C:2]1[N:3]=[CH:4][N:5]([C:7]2[CH:12]=[C:11]([O:13][C:14]3[CH:19]=[CH:18][C:17]([NH2:20])=[N:16][CH:15]=3)[CH:10]=[CH:9][N:8]=2)[CH:6]=1, predict the reactants needed to synthesize it. The reactants are: [CH3:1][C:2]1[N:3]=[CH:4][N:5]([C:7]2[CH:12]=[C:11]([O:13][C:14]3[CH:15]=[N:16][C:17]([N+:20]([O-])=O)=[CH:18][CH:19]=3)[CH:10]=[CH:9][N:8]=2)[CH:6]=1.[NH4+].[Cl-]. (7) Given the product [F:1][C:2]1[CH:3]=[C:4]([C:12]2[C:21]3[C:16](=[CH:17][CH:18]=[C:19]([O:22][CH2:31][O:30][CH2:29][CH2:28][Si:27]([CH3:34])([CH3:33])[CH3:26])[CH:20]=3)[C:15](=[O:23])[NH:14][CH:13]=2)[CH:5]=[CH:6][C:7]=1[C:8]([F:11])([F:9])[F:10], predict the reactants needed to synthesize it. The reactants are: [F:1][C:2]1[CH:3]=[C:4]([C:12]2[C:21]3[C:16](=[CH:17][CH:18]=[C:19]([OH:22])[CH:20]=3)[C:15](=[O:23])[NH:14][CH:13]=2)[CH:5]=[CH:6][C:7]=1[C:8]([F:11])([F:10])[F:9].[H-].[Na+].[CH3:26][Si:27]([CH3:34])([CH3:33])[CH2:28][CH2:29][O:30][CH2:31]Cl.